This data is from Reaction yield outcomes from USPTO patents with 853,638 reactions. The task is: Predict the reaction yield, written as a fraction of the theoretical maximum amount of product (1.0 means a 100% yield; for example, 0.34 means a 34% yield). (1) The reactants are [C:1]([N:4]1[C:13]2[C:8](=[CH:9][C:10](Br)=[CH:11][CH:12]=2)[CH:7]([NH:15][C:16](=[O:21])[O:17][CH:18]([CH3:20])[CH3:19])[CH2:6][CH:5]1[CH3:22])(=[O:3])[CH3:2].C(=O)([O-])[O-].[K+].[K+].[CH3:29][N:30]1[C:34]([CH3:35])=[C:33](B2OC(C)(C)C(C)(C)O2)[C:32]([CH3:45])=[N:31]1.C(O)C. The catalyst is C1C=CC([P]([Pd]([P](C2C=CC=CC=2)(C2C=CC=CC=2)C2C=CC=CC=2)([P](C2C=CC=CC=2)(C2C=CC=CC=2)C2C=CC=CC=2)[P](C2C=CC=CC=2)(C2C=CC=CC=2)C2C=CC=CC=2)(C2C=CC=CC=2)C2C=CC=CC=2)=CC=1.C1(C)C=CC=CC=1. The product is [C:1]([N:4]1[C:13]2[C:8](=[CH:9][C:10]([C:33]3[C:32]([CH3:45])=[N:31][N:30]([CH3:29])[C:34]=3[CH3:35])=[CH:11][CH:12]=2)[C@H:7]([NH:15][C:16](=[O:21])[O:17][CH:18]([CH3:20])[CH3:19])[CH2:6][C@@H:5]1[CH3:22])(=[O:3])[CH3:2]. The yield is 0.290. (2) The reactants are O.OO.[O:4]1CCCC1.[F:9][C:10]1[C:15]([CH3:16])=[CH:14][C:13](B(O)O)=[CH:12][N:11]=1. The catalyst is O. The product is [F:9][C:10]1[N:11]=[CH:12][C:13]([OH:4])=[CH:14][C:15]=1[CH3:16]. The yield is 0.960.